Dataset: Forward reaction prediction with 1.9M reactions from USPTO patents (1976-2016). Task: Predict the product of the given reaction. Given the reactants [NH2:1][C:2]1[CH:7]=[CH:6][C:5]([CH2:8][C:9]([OH:11])=[O:10])=[CH:4][CH:3]=1.[N:12]([O-])=O.[Na+].O.O.[Cl:18][Sn]Cl, predict the reaction product. The product is: [ClH:18].[NH:1]([C:2]1[CH:3]=[CH:4][C:5]([CH2:8][C:9]([OH:11])=[O:10])=[CH:6][CH:7]=1)[NH2:12].